From a dataset of Catalyst prediction with 721,799 reactions and 888 catalyst types from USPTO. Predict which catalyst facilitates the given reaction. (1) Reactant: [CH3:1][O:2][C:3](=[O:30])[C:4]1[CH:9]=[C:8]([N:10]2[CH:14]=[C:13]([C:15]3[CH:20]=[CH:19][C:18]([O:21][CH3:22])=[CH:17][CH:16]=3)[N:12]=[CH:11]2)[C:7]([C:23]([F:26])([F:25])[F:24])=[CH:6][C:5]=1[N+:27]([O-])=O. Product: [CH3:1][O:2][C:3](=[O:30])[C:4]1[CH:9]=[C:8]([N:10]2[CH:14]=[C:13]([C:15]3[CH:16]=[CH:17][C:18]([O:21][CH3:22])=[CH:19][CH:20]=3)[N:12]=[CH:11]2)[C:7]([C:23]([F:26])([F:24])[F:25])=[CH:6][C:5]=1[NH2:27]. The catalyst class is: 312. (2) Product: [S:28]([O:19][CH2:1][CH2:2][CH2:3][CH2:4][CH2:5][CH2:6][CH2:7][CH2:8]/[CH:9]=[CH:10]\[CH2:11]/[CH:12]=[CH:13]\[CH2:14][CH2:15][CH2:16][CH2:17][CH3:18])(=[O:30])(=[O:29])[CH3:27]. Reactant: [CH2:1]([OH:19])[CH2:2][CH2:3][CH2:4][CH2:5][CH2:6][CH2:7][CH2:8]/[CH:9]=[CH:10]\[CH2:11]/[CH:12]=[CH:13]\[CH2:14][CH2:15][CH2:16][CH2:17][CH3:18].C(N(CC)CC)C.[CH3:27][S:28](Cl)(=[O:30])=[O:29]. The catalyst class is: 2. (3) Reactant: [C:1]([C:5]1[N:9]([CH2:10][CH:11]2[CH2:16][CH2:15][O:14][CH2:13][CH2:12]2)[C:8]2[CH:17]=[CH:18][C:19]([S:21]([N:24]3[CH2:27][CH:26]([NH:28]C(=O)OC(C)(C)C)[CH2:25]3)(=[O:23])=[O:22])=[CH:20][C:7]=2[N:6]=1)([CH3:4])([CH3:3])[CH3:2].C(O)(C(F)(F)F)=O. Product: [C:1]([C:5]1[N:9]([CH2:10][CH:11]2[CH2:16][CH2:15][O:14][CH2:13][CH2:12]2)[C:8]2[CH:17]=[CH:18][C:19]([S:21]([N:24]3[CH2:25][CH:26]([NH2:28])[CH2:27]3)(=[O:23])=[O:22])=[CH:20][C:7]=2[N:6]=1)([CH3:4])([CH3:2])[CH3:3]. The catalyst class is: 2. (4) Reactant: C[Si](C)(C)[C:3]#[C:4][CH2:5][CH2:6][NH:7][C:8]1[C:9]2[CH:16]=[CH:15][S:14][C:10]=2[N:11]=[CH:12][N:13]=1.O1CCCC1.[F-].C([N+](CCCC)(CCCC)CCCC)CCC.[Cl-].[NH4+]. Product: [CH2:6]([NH:7][C:8]1[C:9]2[CH:16]=[CH:15][S:14][C:10]=2[N:11]=[CH:12][N:13]=1)[CH2:5][C:4]#[CH:3]. The catalyst class is: 7. (5) Reactant: Cl[C:2]1[CH:7]=[CH:6][C:5]([C@H:8]2[CH2:12][CH2:11][C@H:10]([C:13]3[CH:18]=[CH:17][C:16]([Cl:19])=[C:15]([N+:20]([O-:22])=[O:21])[CH:14]=3)[N:9]2[C:23]2[CH:28]=[C:27]([F:29])[C:26]([N:30]3[CH2:35][CH2:34][CH:33]([C:36]4[CH:41]=[CH:40][CH:39]=[CH:38][CH:37]=4)[CH2:32][CH2:31]3)=[C:25]([F:42])[CH:24]=2)=[CH:4][C:3]=1[N+:43]([O-:45])=[O:44].[C:46]([C@@H:49]1[CH2:53][CH2:52][CH2:51][N:50]1[C:54](=[O:64])[C@@H:55]([NH:59][C:60](=[O:63])[O:61][CH3:62])[CH:56]([CH3:58])[CH3:57])(=[O:48])[NH2:47].C(=O)([O-])[O-].[Cs+].[Cs+].CC1(C)C2C(=C(P(C3C=CC=CC=3)C3C=CC=CC=3)C=CC=2)OC2C(P(C3C=CC=CC=3)C3C=CC=CC=3)=CC=CC1=2. Product: [Cl:19][C:16]1[CH:17]=[CH:18][C:13]([C@@H:10]2[N:9]([C:23]3[CH:24]=[C:25]([F:42])[C:26]([N:30]4[CH2:35][CH2:34][CH:33]([C:36]5[CH:37]=[CH:38][CH:39]=[CH:40][CH:41]=5)[CH2:32][CH2:31]4)=[C:27]([F:29])[CH:28]=3)[C@@H:8]([C:5]3[CH:6]=[CH:7][C:2]([NH:47][C:46]([C@@H:49]4[CH2:53][CH2:52][CH2:51][N:50]4[C:54](=[O:64])[C@@H:55]([NH:59][C:60](=[O:63])[O:61][CH3:62])[CH:56]([CH3:58])[CH3:57])=[O:48])=[C:3]([N+:43]([O-:45])=[O:44])[CH:4]=3)[CH2:12][CH2:11]2)=[CH:14][C:15]=1[N+:20]([O-:22])=[O:21]. The catalyst class is: 62. (6) Reactant: [CH3:1][N:2]1[CH2:15][CH2:14][C:5]2[NH:6][C:7]3[CH:8]=[CH:9][C:10]([CH3:13])=[CH:11][C:12]=3[C:4]=2[CH2:3]1.[H-].[Na+].[CH3:18][O:19][C:20]1[CH:21]=[C:22]([CH:28]2[CH2:30][O:29]2)[CH:23]=[CH:24][C:25]=1[O:26][CH3:27]. Product: [CH3:18][O:19][C:20]1[CH:21]=[C:22]([CH:28]([OH:29])[CH2:30][N:6]2[C:7]3[CH:8]=[CH:9][C:10]([CH3:13])=[CH:11][C:12]=3[C:4]3[CH2:3][N:2]([CH3:1])[CH2:15][CH2:14][C:5]2=3)[CH:23]=[CH:24][C:25]=1[O:26][CH3:27]. The catalyst class is: 3. (7) Reactant: [CH3:1][O:2][C:3]1[CH:8]=[CH:7][CH:6]=[CH:5][C:4]=1[S:9]([N:12]([CH3:31])[C:13]1[CH:14]=[CH:15][CH:16]=[C:17]2[C:21]=1[NH:20][C:19]([C:22]1[S:23][CH:24]([CH2:27][C:28]([OH:30])=O)[CH2:25][N:26]=1)=[CH:18]2)(=[O:11])=[O:10].[OH:32][CH:33]1[CH2:38][CH2:37][NH:36][CH2:35][CH2:34]1.N1(O)C2C=CC=CC=2N=N1.Cl.CN(C)CCCN=C=NCC. Product: [OH:32][CH:33]1[CH2:38][CH2:37][N:36]([C:28](=[O:30])[CH2:27][CH:24]2[S:23][C:22]([C:19]3[NH:20][C:21]4[C:17]([CH:18]=3)=[CH:16][CH:15]=[CH:14][C:13]=4[N:12]([CH3:31])[S:9]([C:4]3[CH:5]=[CH:6][CH:7]=[CH:8][C:3]=3[O:2][CH3:1])(=[O:11])=[O:10])=[N:26][CH2:25]2)[CH2:35][CH2:34]1. The catalyst class is: 434.